The task is: Regression/Classification. Given a drug SMILES string, predict its absorption, distribution, metabolism, or excretion properties. Task type varies by dataset: regression for continuous measurements (e.g., permeability, clearance, half-life) or binary classification for categorical outcomes (e.g., BBB penetration, CYP inhibition). Dataset: pgp_broccatelli.. This data is from P-glycoprotein inhibition data for predicting drug efflux from Broccatelli et al.. (1) The compound is CC(C)CC(=O)N[C@@H](C(=O)N[C@H](C(=O)N[C@@H](CC(C)C)[C@H](O)CC(=O)N[C@H](C)C(=O)N[C@H](CC(C)C)[C@@H](O)CC(=O)O)C(C)C)C(C)C. The result is 0 (non-inhibitor). (2) The compound is N#Cc1c2n(c3c(N4CCN(CCc5ccc(Cl)cc5)CC4)ncnc13)CCCC2. The result is 1 (inhibitor). (3) The compound is CCOc1ccc2c(c1)C(C)=CC(C)(C)N2. The result is 0 (non-inhibitor). (4) The drug is COc1ccc(OC2=NCCc3ccccc32)cc1. The result is 0 (non-inhibitor). (5) The molecule is O=C(CCc1ccccc1)OCCN1CCN(CCOC(=O)CCc2ccccc2)CC1. The result is 0 (non-inhibitor). (6) The drug is COc1ccc2c(c1)=NC1=C(C)NCCC=21. The result is 0 (non-inhibitor). (7) The molecule is O=C(CCc1ccccc1)c1ccccc1OC[C@@H](O)CNc1ccccc1. The result is 1 (inhibitor). (8) The drug is C[C@@H]1C[C@H]2[C@H]3CC[C@@](O)(C(=O)CO)[C@@]3(C)C[C@H](O)[C@H]2[C@@]2(C)C=CC(=O)C=C12. The result is 1 (inhibitor). (9) The molecule is COc1ccc(CCNc2nc(N(C)Cc3ccccc3)c3cc(C)ccc3n2)cc1OC. The result is 1 (inhibitor). (10) The molecule is COc1cc2c(cc1OC)CN(CCNC(=O)c1c(Cl)cccc1NC(=O)c1ccc(C(C)C)cc1)CC2. The result is 1 (inhibitor).